From a dataset of Reaction yield outcomes from USPTO patents with 853,638 reactions. Predict the reaction yield, written as a fraction of the theoretical maximum amount of product (1.0 means a 100% yield; for example, 0.34 means a 34% yield). (1) The reactants are [CH3:1][C:2]1[N:7]=[C:6]2[NH:8][C:9]([C:11](=[O:28])[NH:12][CH:13]([C:18]3[CH:23]=[CH:22][CH:21]=[C:20]([C:24]([F:27])([F:26])[F:25])[CH:19]=3)[C:14]([F:17])([F:16])[F:15])=[CH:10][C:5]2=[CH:4][C:3]=1[CH2:29][NH:30]C(=O)OC(C)(C)C.F[C:39](F)(F)[C:40](O)=O. The catalyst is ClCCl. The product is [NH2:30][CH2:29][C:3]1[CH:4]=[C:5]2[CH:10]=[C:9]([C:11]([NH:12][CH:13]([C:18]3[CH:23]=[CH:22][CH:21]=[C:20]([C:24]([F:27])([F:26])[F:25])[CH:19]=3)[C:14]([F:17])([F:15])[F:16])=[O:28])[N:8]([CH2:39][CH3:40])[C:6]2=[N:7][C:2]=1[CH3:1]. The yield is 0.860. (2) The reactants are O.[OH-].[Li+].[F:4][C:5]1[CH:6]=[CH:7][C:8]2[N:9]([C:11]([C:14]3[N:19]=[C:18]([NH:20][C@H:21]([C:23]4[CH:28]=[CH:27][C:26]([F:29])=[CH:25][N:24]=4)[CH3:22])[C:17]([C:30]([O:32]CC)=[O:31])=[CH:16][N:15]=3)=[CH:12][N:13]=2)[CH:10]=1. The catalyst is O.CO.C1COCC1. The product is [F:4][C:5]1[CH:6]=[CH:7][C:8]2[N:9]([C:11]([C:14]3[N:19]=[C:18]([NH:20][C@H:21]([C:23]4[CH:28]=[CH:27][C:26]([F:29])=[CH:25][N:24]=4)[CH3:22])[C:17]([C:30]([OH:32])=[O:31])=[CH:16][N:15]=3)=[CH:12][N:13]=2)[CH:10]=1. The yield is 0.930. (3) The reactants are [OH:1][CH2:2][CH2:3][C:4]1[CH:11]=[CH:10][C:7]([C:8]#[N:9])=[CH:6][CH:5]=1.[CH3:12][C:13](OI1(OC(C)=O)(OC(C)=O)OC(=O)C2C=CC=CC1=2)=[O:14].C(=O)([O-])O.[Na+].S([O-])([O-])(=O)=S.[Na+].[Na+].C(O)CO.C1(C)C=CC(S(O)(=O)=O)=CC=1. The catalyst is C(Cl)Cl. The product is [O:1]1[CH2:12][CH2:13][O:14][CH:2]1[CH2:3][C:4]1[CH:11]=[CH:10][C:7]([C:8]#[N:9])=[CH:6][CH:5]=1. The yield is 0.990. (4) The reactants are [Cl:1][C:2]1[CH:7]=[CH:6][CH:5]=[C:4]([Cl:8])[C:3]=1[C:9]1[C:17]2[O:16][CH:15]([C:18](O)=[O:19])[S:14][C:13]=2[CH:12]=[C:11]([F:21])[CH:10]=1.ClC(OCC(C)C)=O.CN1CCOCC1.[BH4-].[Na+]. The catalyst is COCCOC.C(Cl)Cl. The product is [Cl:1][C:2]1[CH:7]=[CH:6][CH:5]=[C:4]([Cl:8])[C:3]=1[C:9]1[C:17]2[O:16][CH:15]([CH2:18][OH:19])[S:14][C:13]=2[CH:12]=[C:11]([F:21])[CH:10]=1. The yield is 0.500. (5) The reactants are [CH2:1]([N:5]([CH2:15][CH2:16][CH2:17][CH3:18])[C:6]1[CH:13]=[CH:12][C:9](C=O)=[C:8](O)[CH:7]=1)[CH2:2][CH2:3][CH3:4].C(N(CCCC)C1C=[C:26]([OH:30])C=CC=1)CCC.P(Cl)(Cl)(Cl)=[O:36].NC1C=C(O)C=CC=1. The yield is 0.260. The catalyst is CN(C)C=O. The product is [CH2:15]([N:5]([C:6]1[C:7]([OH:36])=[C:8]([CH:9]=[CH:12][CH:13]=1)[CH:26]=[O:30])[CH2:1][CH2:2][CH2:3][CH3:4])[CH2:16][CH2:17][CH3:18]. (6) The reactants are [Br:1][C:2]1[CH:7]=[CH:6][C:5](B(O)O)=[CH:4][CH:3]=1.[C:11]([NH:14][C:15]1[CH:19]=[CH:18][NH:17][C:16]=1[C:20]([O:22][CH2:23][CH3:24])=[O:21])(=[O:13])[CH3:12].N1C=CC=CC=1. The catalyst is C(Cl)Cl.C([O-])(=O)C.[Cu+2].C([O-])(=O)C. The product is [C:11]([NH:14][C:15]1[CH:19]=[CH:18][N:17]([C:5]2[CH:6]=[CH:7][C:2]([Br:1])=[CH:3][CH:4]=2)[C:16]=1[C:20]([O:22][CH2:23][CH3:24])=[O:21])(=[O:13])[CH3:12]. The yield is 0.770.